This data is from NCI-60 drug combinations with 297,098 pairs across 59 cell lines. The task is: Regression. Given two drug SMILES strings and cell line genomic features, predict the synergy score measuring deviation from expected non-interaction effect. Drug 1: CC1=C(C=C(C=C1)C(=O)NC2=CC(=CC(=C2)C(F)(F)F)N3C=C(N=C3)C)NC4=NC=CC(=N4)C5=CN=CC=C5. Drug 2: C1CN1C2=NC(=NC(=N2)N3CC3)N4CC4. Cell line: IGROV1. Synergy scores: CSS=17.7, Synergy_ZIP=1.46, Synergy_Bliss=1.06, Synergy_Loewe=-3.49, Synergy_HSA=0.151.